From a dataset of Peptide-MHC class II binding affinity with 134,281 pairs from IEDB. Regression. Given a peptide amino acid sequence and an MHC pseudo amino acid sequence, predict their binding affinity value. This is MHC class II binding data. (1) The peptide sequence is EKKYFAATQFEPLAW. The MHC is DRB1_0101 with pseudo-sequence DRB1_0101. The binding affinity (normalized) is 0.642. (2) The peptide sequence is GKIWPSHKGRPGNFLQSR. The MHC is DRB1_1302 with pseudo-sequence DRB1_1302. The binding affinity (normalized) is 0.307. (3) The peptide sequence is FNDIIHSIINMDADV. The MHC is DRB1_0405 with pseudo-sequence DRB1_0405. The binding affinity (normalized) is 0.797. (4) The peptide sequence is PANDKFTVFEAAFNDAIKE. The MHC is DRB1_1201 with pseudo-sequence DRB1_1201. The binding affinity (normalized) is 0.